This data is from Full USPTO retrosynthesis dataset with 1.9M reactions from patents (1976-2016). The task is: Predict the reactants needed to synthesize the given product. (1) The reactants are: [CH3:1][C:2]1[CH:3]=[C:4]([NH2:7])[NH:5][N:6]=1.[CH3:8][C:9](=O)[CH2:10][C:11](=O)[CH2:12][CH2:13][CH2:14][CH2:15]C. Given the product [CH2:12]([C:11]1[N:5]2[N:6]=[C:2]([CH3:1])[CH:3]=[C:4]2[N:7]=[C:9]([CH3:8])[CH:10]=1)[CH2:13][CH2:14][CH3:15], predict the reactants needed to synthesize it. (2) Given the product [NH2:1][C:2]1[C:3](=[O:16])[N:4]([CH3:15])[C:5]([Cl:19])=[N:6][C:7]=1[C:8]1[CH:13]=[CH:12][N:11]=[CH:10][CH:9]=1, predict the reactants needed to synthesize it. The reactants are: [NH2:1][C:2]1[C:3](=[O:16])[N:4]([CH3:15])[C:5](O)=[N:6][C:7]=1[C:8]1[CH:13]=[CH:12][N:11]=[CH:10][CH:9]=1.P(Cl)(Cl)([Cl:19])=O. (3) Given the product [NH2:1][C:2]1[S:3][C:4]([Br:29])=[C:5]([C:7]2[C:8]([F:28])=[C:9]([N:13]([CH2:25][O:26][CH3:27])[S:14]([C:17]3[CH:22]=[C:21]([F:23])[CH:20]=[CH:19][C:18]=3[F:24])(=[O:16])=[O:15])[CH:10]=[CH:11][CH:12]=2)[N:6]=1, predict the reactants needed to synthesize it. The reactants are: [NH2:1][C:2]1[S:3][CH:4]=[C:5]([C:7]2[C:8]([F:28])=[C:9]([N:13]([CH2:25][O:26][CH3:27])[S:14]([C:17]3[CH:22]=[C:21]([F:23])[CH:20]=[CH:19][C:18]=3[F:24])(=[O:16])=[O:15])[CH:10]=[CH:11][CH:12]=2)[N:6]=1.[Br:29]N1C(=O)CCC1=O.